From a dataset of Full USPTO retrosynthesis dataset with 1.9M reactions from patents (1976-2016). Predict the reactants needed to synthesize the given product. Given the product [CH3:33][O:34][CH2:35][CH2:36][NH:37][C:23](=[O:24])[C:22]1[CH:28]=[CH:29][CH:30]=[C:20]([C:19]2[C:13]3[S:12][C:11]([CH2:10][C:7]4[CH:8]=[CH:9][N:4]([CH3:3])[C:5](=[O:31])[CH:6]=4)=[CH:15][C:14]=3[CH:16]=[CH:17][CH:18]=2)[CH:21]=1, predict the reactants needed to synthesize it. The reactants are: [OH-].[Na+].[CH3:3][N:4]1[CH:9]=[CH:8][C:7]([CH2:10][C:11]2[S:12][C:13]3[C:19]([C:20]4[CH:21]=[C:22]([CH:28]=[CH:29][CH:30]=4)[C:23](OCC)=[O:24])=[CH:18][CH:17]=[CH:16][C:14]=3[CH:15]=2)=[CH:6][C:5]1=[O:31].Cl.[CH3:33][O:34][CH2:35][CH2:36][NH2:37].CCN=C=NCCCN(C)C.C1C=CC2N(O)N=NC=2C=1.